From a dataset of Reaction yield outcomes from USPTO patents with 853,638 reactions. Predict the reaction yield, written as a fraction of the theoretical maximum amount of product (1.0 means a 100% yield; for example, 0.34 means a 34% yield). (1) The reactants are CC([O-])(C)C.[K+].[C:7]([CH2:9][C:10]([NH2:12])=[O:11])#[N:8].[CH3:13][C:14](=O)[CH:15]=[CH:16][CH2:17][CH3:18].O=O.Cl. The catalyst is CS(C)=O.O. The product is [CH2:17]([C:16]1[CH:15]=[C:14]([CH3:13])[NH:12][C:10](=[O:11])[C:9]=1[C:7]#[N:8])[CH3:18]. The yield is 0.310. (2) The reactants are [Cl:1][C:2]1[CH:23]=[C:22]([Cl:24])[CH:21]=[CH:20][C:3]=1[CH2:4][N:5]1[C:9](/[CH:10]=[CH:11]/[C:12]([OH:14])=O)=[CH:8][C:7]([O:15][CH2:16][CH2:17][O:18][CH3:19])=[N:6]1.[CH3:25][CH:26]([CH3:33])[CH2:27][CH2:28][S:29]([NH2:32])(=[O:31])=[O:30].N12CCCN=C1CCCCC2. The catalyst is CN(C)C=O. The product is [Cl:1][C:2]1[CH:23]=[C:22]([Cl:24])[CH:21]=[CH:20][C:3]=1[CH2:4][N:5]1[C:9](/[CH:10]=[CH:11]/[C:12]([NH:32][S:29]([CH2:28][CH2:27][CH:26]([CH3:33])[CH3:25])(=[O:31])=[O:30])=[O:14])=[CH:8][C:7]([O:15][CH2:16][CH2:17][O:18][CH3:19])=[N:6]1. The yield is 0.440. (3) The reactants are [OH:1][NH:2][C:3](=[NH:21])[C:4]1[CH:9]=[CH:8][C:7]([C:10]2[CH:19]=[CH:18][C:17]3[C:12](=[CH:13][CH:14]=[C:15]([OH:20])[CH:16]=3)[N:11]=2)=[CH:6][CH:5]=1.C1N=CN([C:27](N2C=NC=C2)=[O:28])C=1. The catalyst is C1COCC1. The product is [OH:20][C:15]1[CH:16]=[C:17]2[C:12](=[CH:13][CH:14]=1)[N:11]=[C:10]([C:7]1[CH:6]=[CH:5][C:4]([C:3]3[NH:2][O:1][C:27](=[O:28])[N:21]=3)=[CH:9][CH:8]=1)[CH:19]=[CH:18]2. The yield is 0.360. (4) The reactants are C(O[K])(C)(C)C.[C:7]([O:11][C:12]([N:14]1[CH2:19][CH2:18][N:17]([C:20]2[C:25]([NH2:26])=[C:24]([C:27]#[C:28][Si](C)(C)C)[N:23]=[CH:22][N:21]=2)[CH2:16][CH2:15]1)=[O:13])([CH3:10])([CH3:9])[CH3:8]. The catalyst is CN1C(=O)CCC1. The product is [C:7]([O:11][C:12]([N:14]1[CH2:19][CH2:18][N:17]([C:20]2[C:25]3[NH:26][CH:28]=[CH:27][C:24]=3[N:23]=[CH:22][N:21]=2)[CH2:16][CH2:15]1)=[O:13])([CH3:10])([CH3:9])[CH3:8]. The yield is 0.530. (5) The reactants are [CH3:1][C:2]1[C:6]2[C:7]([CH3:11])=[N:8][CH2:9][CH2:10][C:5]=2[S:4][CH:3]=1.C(O[BH-](OC(=O)C)OC(=O)C)(=O)C.[Na+]. No catalyst specified. The product is [CH3:1][C:2]1[C:6]2[CH:7]([CH3:11])[NH:8][CH2:9][CH2:10][C:5]=2[S:4][CH:3]=1. The yield is 0.0800.